Dataset: Catalyst prediction with 721,799 reactions and 888 catalyst types from USPTO. Task: Predict which catalyst facilitates the given reaction. (1) Reactant: O[CH2:2][C:3]1[O:7][C:6]([CH:8]=[O:9])=[CH:5][CH:4]=1.[CH3:10][NH:11][CH2:12][CH2:13][NH:14][CH3:15]. Product: [CH3:10][N:11]1[CH2:12][CH2:13][N:14]([CH3:15])[CH:2]1[C:3]1[O:7][C:6]([CH2:8][OH:9])=[CH:5][CH:4]=1. The catalyst class is: 11. (2) The catalyst class is: 130. Product: [CH2:6]([N:44]([CH2:43][C:5]1[CH:10]=[CH:9][C:8]([NH:11][C:12](=[O:27])[C:13]2[CH:14]=[CH:15][C:16]([CH2:19][N:20]([CH2:21][C:22]3[NH:23][CH:24]=[CH:25][N:26]=3)[CH2:40][C:35]3[C:34]([CH3:42])=[C:33]([O:32][CH3:31])[C:38]([CH3:39])=[CH:37][N:36]=3)=[CH:17][CH:18]=2)=[CH:7][CH:6]=1)[CH2:7][CH2:8][CH3:9])[CH2:5][CH3:10]. Reactant: C(N(CCC)[C:5]1[CH:10]=[CH:9][C:8]([NH:11][C:12](=[O:27])[C:13]2[CH:18]=[CH:17][C:16]([CH2:19][NH:20][CH2:21][C:22]3[NH:23][CH:24]=[CH:25][N:26]=3)=[CH:15][CH:14]=2)=[CH:7][CH:6]=1)CC.[CH3:31][O:32][C:33]1[C:38]([CH3:39])=[CH:37][N:36]=[C:35]([CH:40]=O)[C:34]=1[CH3:42].[C:43]([BH3-])#[N:44].[Na+].C(=O)(O)[O-].[Na+]. (3) Reactant: [CH3:1][C:2]1([C:8]#[N:9])[CH2:7][CH2:6][O:5][CH2:4][CH2:3]1.[H-].[H-].[H-].[H-].[Li+].[Al+3].C1COCC1.O.[OH-].[Na+]. Product: [CH3:1][C:2]1([CH2:8][NH2:9])[CH2:7][CH2:6][O:5][CH2:4][CH2:3]1. The catalyst class is: 1. (4) Reactant: [C:1]([O:6][CH2:7][CH3:8])(=[O:5])/[CH:2]=[CH:3]/[CH3:4].[CH2:9]([S-:11])[CH3:10].[Na+]. Product: [CH2:9]([S:11][CH:3]([CH3:4])[CH2:2][C:1]([O:6][CH2:7][CH3:8])=[O:5])[CH3:10]. The catalyst class is: 18.